Dataset: Full USPTO retrosynthesis dataset with 1.9M reactions from patents (1976-2016). Task: Predict the reactants needed to synthesize the given product. (1) Given the product [Cl:1][C:2]1[CH:3]=[C:4]2[C:8](=[CH:9][CH:10]=1)[NH:7][CH:6]=[C:5]2[CH2:11][C:15]#[N:16], predict the reactants needed to synthesize it. The reactants are: [Cl:1][C:2]1[CH:3]=[C:4]2[C:8](=[CH:9][CH:10]=1)[NH:7][CH:6]=[C:5]2[CH2:11]N(C)C.[C-:15]#[N:16].[K+]. (2) Given the product [Cl:13][C:2]1[CH:3]=[C:4]2[CH:9]=[CH:8][CH:7]=[CH:6][N:5]2[N:1]=1, predict the reactants needed to synthesize it. The reactants are: [N:1]1[N:5]2[CH:6]=[CH:7][CH:8]=[CH:9][C:4]2=[CH:3][C:2]=1O.O=P(Cl)(Cl)[Cl:13]. (3) Given the product [C:1]1([C@H:13]2[C@H:17]([C:18]3[C:26]4[C:21](=[CH:22][CH:23]=[CH:24][CH:25]=4)[NH:20][CH:19]=3)[C:16](=[O:27])[N:15]([CH2:28][O:29][P:39](=[O:48])([O:40][CH2:41][C:42]3[CH:47]=[CH:46][CH:45]=[CH:44][CH:43]=3)[O:38][CH2:31][C:32]3[CH:37]=[CH:36][CH:35]=[CH:34][CH:33]=3)[C:14]2=[O:30])[C:11]2=[C:12]3[C:7](=[CH:8][CH:9]=[CH:10]2)[CH2:6][CH2:5][CH2:4][N:3]3[CH:2]=1, predict the reactants needed to synthesize it. The reactants are: [C:1]1([C@H:13]2[C@H:17]([C:18]3[C:26]4[C:21](=[CH:22][CH:23]=[CH:24][CH:25]=4)[NH:20][CH:19]=3)[C:16](=[O:27])[N:15]([CH2:28][OH:29])[C:14]2=[O:30])[C:11]2=[C:12]3[C:7](=[CH:8][CH:9]=[CH:10]2)[CH2:6][CH2:5][CH2:4][N:3]3[CH:2]=1.[CH2:31]([O:38][P:39](N)(=[O:48])[O:40][CH2:41][C:42]1[CH:47]=[CH:46][CH:45]=[CH:44][CH:43]=1)[C:32]1[CH:37]=[CH:36][CH:35]=[CH:34][CH:33]=1.N1C=NN=N1.ClC1C=CC=C(C(OO)=O)C=1. (4) Given the product [Br:7][C:6]1[C:2]([C:16]2[CH:15]=[CH:14][C:11]([C:12]#[N:13])=[CH:10][C:9]=2[CH3:8])=[CH:3][S:4][CH:5]=1, predict the reactants needed to synthesize it. The reactants are: Br[C:2]1[C:6]([Br:7])=[CH:5][S:4][CH:3]=1.[CH3:8][C:9]1[CH:10]=[C:11]([CH:14]=[CH:15][C:16]=1B1OC(C)(C)C(C)(C)O1)[C:12]#[N:13].C([O-])([O-])=O.[Na+].[Na+]. (5) Given the product [CH2:15]([O:17][C:18](=[O:21])[CH2:19][N:10]1[C:11]2[C:7](=[C:6]([N+:3]([O-:5])=[O:4])[CH:14]=[CH:13][CH:12]=2)[CH:8]=[CH:9]1)[CH3:16], predict the reactants needed to synthesize it. The reactants are: [H-].[Na+].[N+:3]([C:6]1[CH:14]=[CH:13][CH:12]=[C:11]2[C:7]=1[CH:8]=[CH:9][NH:10]2)([O-:5])=[O:4].[CH2:15]([O:17][C:18](=[O:21])[CH2:19]Br)[CH3:16].O.